From a dataset of Full USPTO retrosynthesis dataset with 1.9M reactions from patents (1976-2016). Predict the reactants needed to synthesize the given product. (1) Given the product [NH2:1][C:2]1[C:7]2=[C:8]([C:14]3[CH:19]=[CH:18][C:17]([NH:20][C:21]([NH:23][C:24]4[CH:29]=[C:28]([C:30]([F:31])([F:32])[F:33])[CH:27]=[CH:26][C:25]=4[F:34])=[O:22])=[CH:16][CH:15]=3)[C:9]([CH2:11][O:12][CH3:13])=[C:10]([Br:35])[N:6]2[N:5]=[CH:4][N:3]=1, predict the reactants needed to synthesize it. The reactants are: [NH2:1][C:2]1[C:7]2=[C:8]([C:14]3[CH:19]=[CH:18][C:17]([NH:20][C:21]([NH:23][C:24]4[CH:29]=[C:28]([C:30]([F:33])([F:32])[F:31])[CH:27]=[CH:26][C:25]=4[F:34])=[O:22])=[CH:16][CH:15]=3)[C:9]([CH2:11][O:12][CH3:13])=[CH:10][N:6]2[N:5]=[CH:4][N:3]=1.[Br:35]N1C(=O)CCC1=O. (2) Given the product [CH2:58]([NH:65][C:22]([C:18]1[C:19]2[CH2:20][CH2:21][N:12]([CH2:11][C:10]3[CH:25]=[CH:26][C:7]([C@@H:5]([NH:4][C:1](=[O:3])[CH3:2])[CH3:6])=[CH:8][CH:9]=3)[CH2:13][C:14]=2[CH:15]=[CH:16][CH:17]=1)=[O:24])[C:59]1[CH:64]=[CH:63][CH:62]=[CH:61][CH:60]=1, predict the reactants needed to synthesize it. The reactants are: [C:1]([NH:4][C@H:5]([C:7]1[CH:26]=[CH:25][C:10]([CH2:11][N:12]2[CH2:21][CH2:20][C:19]3[C:18]([C:22]([OH:24])=O)=[CH:17][CH:16]=[CH:15][C:14]=3[CH2:13]2)=[CH:9][CH:8]=1)[CH3:6])(=[O:3])[CH3:2].CCN(C(C)C)C(C)C.CN(C(ON1N=NC2C=CC=CC1=2)=[N+](C)C)C.[B-](F)(F)(F)F.[CH2:58]([NH2:65])[C:59]1[CH:64]=[CH:63][CH:62]=[CH:61][CH:60]=1. (3) Given the product [F:1][C:2]([F:7])([CH3:6])[C:3]([NH:42][C@@H:43]([CH2:64][C:65]1[CH:70]=[CH:69][C:68]([CH:71]2[S:75](=[O:76])(=[O:77])[NH:74][C:73](=[O:78])[CH2:72]2)=[C:67]([F:79])[CH:66]=1)[C:44]([NH:46][CH2:47][CH2:48][CH2:49][CH2:50][CH2:51][O:52][C:53]1[CH:62]=[CH:61][CH:60]=[C:59]([OH:63])[C:54]=1[C:55]([O:57][CH3:58])=[O:56])=[O:45])=[O:4], predict the reactants needed to synthesize it. The reactants are: [F:1][C:2]([F:7])([CH3:6])[C:3](O)=[O:4].F[P-](F)(F)(F)(F)F.N1(O[P+](N(C)C)(N(C)C)N(C)C)C2C=CC=CC=2N=N1.FC(F)(F)C(O)=O.[NH2:42][C@@H:43]([CH2:64][C:65]1[CH:70]=[CH:69][C:68]([CH:71]2[S:75](=[O:77])(=[O:76])[NH:74][C:73](=[O:78])[CH2:72]2)=[C:67]([F:79])[CH:66]=1)[C:44]([NH:46][CH2:47][CH2:48][CH2:49][CH2:50][CH2:51][O:52][C:53]1[CH:62]=[CH:61][CH:60]=[C:59]([OH:63])[C:54]=1[C:55]([O:57][CH3:58])=[O:56])=[O:45].C(N(CC)C(C)C)(C)C. (4) Given the product [F:9][C:10]1[CH:11]=[C:12]([CH2:16][CH2:17][NH:18][CH:3]2[CH2:4][CH2:5][CH2:6][CH2:7][N:2]2[CH3:1])[CH:13]=[CH:14][CH:15]=1, predict the reactants needed to synthesize it. The reactants are: [CH3:1][N:2]1[CH2:7][CH2:6][C:5](=O)[CH2:4][CH2:3]1.[F:9][C:10]1[CH:11]=[C:12]([CH2:16][CH2:17][NH2:18])[CH:13]=[CH:14][CH:15]=1. (5) Given the product [CH3:36][O:37][C:4]1[CH:5]=[CH:6][C:1]([N:7]2[C:12](=[O:13])[C:11]3[S:14][CH:15]=[C:16]([C:17]4[CH:18]=[CH:19][C:20]([CH3:40])=[CH:21][CH:22]=4)[C:10]=3[N:9]=[CH:8]2)=[CH:2][CH:3]=1, predict the reactants needed to synthesize it. The reactants are: [C:1]1([N:7]2[C:12](=[O:13])[C:11]3[S:14][CH:15]=[C:16]([C:17]4[CH:22]=[CH:21][CH:20]=[CH:19][CH:18]=4)[C:10]=3[N:9]=[CH:8]2)[CH:6]=[CH:5][CH:4]=[CH:3][CH:2]=1.NC1C(C2C=CC(C)=CC=2)=CSC=1[C:36](OC)=[O:37].[CH:40](OCC)(OCC)OCC.COC1C=CC(N)=CC=1. (6) Given the product [Cl:3][C:4]1[N:9]=[C:8]([NH:10][CH:11]2[CH2:16][CH2:15][N:14]([CH2:36][C:35]3[CH:38]=[CH:39][C:40]([CH3:41])=[C:33]([O:32][CH2:30][CH3:31])[CH:34]=3)[CH2:13][CH2:12]2)[CH:7]=[CH:6][N:5]=1, predict the reactants needed to synthesize it. The reactants are: Cl.Cl.[Cl:3][C:4]1[N:9]=[C:8]([NH:10][CH:11]2[CH2:16][CH2:15][NH:14][CH2:13][CH2:12]2)[CH:7]=[CH:6][N:5]=1.C(O)(=O)C.C(N(C(C)C)C(C)C)C.[CH2:30]([O:32][C:33]1[CH:34]=[C:35]([CH:38]=[CH:39][C:40]=1[CH3:41])[CH:36]=O)[CH3:31].C([BH3-])#N.[Na+]. (7) Given the product [CH3:7][C:4]1([CH3:8])[C:3]2[C:9](=[O:11])[NH:20][CH:18]=[N:1][C:2]=2[CH2:6][CH2:5]1, predict the reactants needed to synthesize it. The reactants are: [NH2:1][C:2]1[CH2:6][CH2:5][C:4]([CH3:8])([CH3:7])[C:3]=1[C:9]([O:11]CC)=O.C([O-])=O.[NH4+].[CH:18]([NH2:20])=O. (8) Given the product [C:1]([O:5][C:6](=[O:13])[NH:7][C@@H:8]1[CH2:12][CH2:11][N:10]([C:16](=[O:17])[CH2:15][N:19]2[CH2:24][CH2:23][CH:22]([OH:25])[CH2:21][CH2:20]2)[CH2:9]1)([CH3:4])([CH3:2])[CH3:3], predict the reactants needed to synthesize it. The reactants are: [C:1]([O:5][C:6](=[O:13])[NH:7][C@@H:8]1[CH2:12][CH2:11][NH:10][CH2:9]1)([CH3:4])([CH3:3])[CH3:2].Cl[CH2:15][C:16](Cl)=[O:17].[NH:19]1[CH2:24][CH2:23][CH:22]([OH:25])[CH2:21][CH2:20]1.